This data is from Catalyst prediction with 721,799 reactions and 888 catalyst types from USPTO. The task is: Predict which catalyst facilitates the given reaction. (1) Reactant: [Br:1][C:2]1[CH:7]=[CH:6][C:5]([NH:8][CH2:9][C:10]2[CH:15]=[CH:14][C:13]([O:16][CH3:17])=[CH:12][CH:11]=2)=[CH:4][CH:3]=1.[O:18](C(OC(C)(C)C)=O)[C:19]([O:21][C:22]([CH3:25])([CH3:24])[CH3:23])=O. Product: [C:19]([N:8]([C:5]1[CH:4]=[CH:3][C:2]([Br:1])=[CH:7][CH:6]=1)[CH2:9][C:10]1[CH:15]=[CH:14][C:13]([O:16][CH3:17])=[CH:12][CH:11]=1)([O:21][C:22]([CH3:25])([CH3:24])[CH3:23])=[O:18]. The catalyst class is: 10. (2) Reactant: FC(F)(F)C(OC(=O)C(F)(F)F)=O.[S:14]1[C:18]2[CH:19]=[C:20]([C:23]([N:25]3[CH2:32][CH2:31][C:30]4([C:34]([NH2:36])=O)[CH2:33][CH:26]3[CH2:27][C:28]3[CH:40]=[CH:39][C:38]([OH:41])=[CH:37][C:29]=34)=[O:24])[CH:21]=[CH:22][C:17]=2[N:16]=[CH:15]1.C(N(C(C)C)C(C)C)C. Product: [S:14]1[C:18]2[CH:19]=[C:20]([C:23]([N:25]3[CH2:32][CH2:31][C:30]4([C:34]#[N:36])[CH2:33][CH:26]3[CH2:27][C:28]3[CH:40]=[CH:39][C:38]([OH:41])=[CH:37][C:29]=34)=[O:24])[CH:21]=[CH:22][C:17]=2[N:16]=[CH:15]1. The catalyst class is: 4. (3) Reactant: [Cl:1][C:2]1[C:9]([N:10]2[CH2:15][CH2:14][NH:13][CH2:12][C:11]2=[O:16])=[CH:8][C:5]([C:6]#[N:7])=[CH:4][C:3]=1[N+:17]([O-])=O.[O:20](C(OC(C)(C)C)=O)[C:21]([O:23][C:24]([CH3:27])([CH3:26])[CH3:25])=O. Product: [NH2:17][C:3]1[C:2]([Cl:1])=[C:9]([N:10]2[CH2:15][CH2:14][N:13]([C:21]([O:23][C:24]([CH3:27])([CH3:26])[CH3:25])=[O:20])[CH2:12][C:11]2=[O:16])[CH:8]=[C:5]([C:6]#[N:7])[CH:4]=1. The catalyst class is: 76. (4) Reactant: I[C:2]1[CH:7]=[CH:6][CH:5]=[CH:4][N:3]=1.C([Mg]Br)C.[Cl:12][C:13]1[C:14]([F:45])=[C:15]([C:19]([C:21]2[N:25]([C:26]([C:39]3[CH:44]=[CH:43][CH:42]=[CH:41][CH:40]=3)([C:33]3[CH:38]=[CH:37][CH:36]=[CH:35][CH:34]=3)[C:27]3[CH:32]=[CH:31][CH:30]=[CH:29][CH:28]=3)[CH:24]=[N:23][CH:22]=2)=[O:20])[CH:16]=[CH:17][CH:18]=1. Product: [Cl:12][C:13]1[C:14]([F:45])=[C:15]([C:19]([C:2]2[CH:7]=[CH:6][CH:5]=[CH:4][N:3]=2)([C:21]2[N:25]([C:26]([C:33]3[CH:34]=[CH:35][CH:36]=[CH:37][CH:38]=3)([C:27]3[CH:28]=[CH:29][CH:30]=[CH:31][CH:32]=3)[C:39]3[CH:44]=[CH:43][CH:42]=[CH:41][CH:40]=3)[CH:24]=[N:23][CH:22]=2)[OH:20])[CH:16]=[CH:17][CH:18]=1. The catalyst class is: 4. (5) The catalyst class is: 1. Reactant: Cl[C:2]1[C:3]2[CH:17]=[CH:16][CH:15]=[N:14][C:4]=2[N:5]=[C:6]([C:8]2[CH:13]=[CH:12][CH:11]=[CH:10][CH:9]=2)[N:7]=1.[NH2:18][C:19]1[CH:23]=[C:22]([CH3:24])[NH:21][N:20]=1. Product: [CH3:24][C:22]1[CH:23]=[C:19]([NH:18][C:2]2[C:3]3[CH:17]=[CH:16][CH:15]=[N:14][C:4]=3[N:5]=[C:6]([C:8]3[CH:13]=[CH:12][CH:11]=[CH:10][CH:9]=3)[N:7]=2)[NH:20][N:21]=1.